Dataset: Forward reaction prediction with 1.9M reactions from USPTO patents (1976-2016). Task: Predict the product of the given reaction. (1) Given the reactants [CH3:1][Si:2]([O:15][CH:16](C)C)([O:11][CH:12](C)C)[C:3]1[CH:10]=[CH:9][C:6]([CH:7]=[CH2:8])=[CH:5][CH:4]=1.C1(C)C=CC(S(O)(=O)=O)=CC=1, predict the reaction product. The product is: [CH3:1][Si:2]([O:11][CH3:12])([O:15][CH3:16])[C:3]1[CH:10]=[CH:9][C:6]([CH:7]=[CH2:8])=[CH:5][CH:4]=1. (2) Given the reactants [C:1]([O:5][C:6]([N:8]1[CH2:13][CH2:12][CH2:11][C:10]([CH:17]([CH3:20])[CH:18]=[CH2:19])(C(O)=O)[CH2:9]1)=[O:7])([CH3:4])([CH3:3])[CH3:2].C1(P(N=[N+]=[N-])(C2C=CC=CC=2)=O)C=CC=CC=1.[CH2:38]([OH:45])[C:39]1[CH:44]=[CH:43][CH:42]=[CH:41][CH:40]=1.S(=O)(=O)(O)[O-:47].[K+].C([N:54]([CH2:57]C)CC)C, predict the reaction product. The product is: [C:1]([O:5][C:6]([N:8]1[CH2:13][CH2:12][CH2:11][C:10]([NH:54][C:57]([O:45][CH2:38][C:39]2[CH:44]=[CH:43][CH:42]=[CH:41][CH:40]=2)=[O:47])([CH:17]([CH3:20])[CH:18]=[CH2:19])[CH2:9]1)=[O:7])([CH3:2])([CH3:3])[CH3:4]. (3) Given the reactants [F:1][C:2]1[C:11]([F:12])=[C:10]2[C:5]([CH:6]=[CH:7][CH:8]([CH2:13][CH2:14][CH2:15][CH2:16][CH3:17])[O:9]2)=[CH:4][CH:3]=1, predict the reaction product. The product is: [F:1][C:2]1[C:11]([F:12])=[C:10]2[C:5]([CH2:6][CH2:7][CH:8]([CH2:13][CH2:14][CH2:15][CH2:16][CH3:17])[O:9]2)=[CH:4][CH:3]=1. (4) Given the reactants [Cl:1][C:2]1[CH:3]=[CH:4][C:5]2[N:11]([C:12](=[O:22])[C:13]3[CH:18]=[CH:17][C:16]([OH:19])=[C:15]([O:20][CH3:21])[CH:14]=3)[CH2:10][CH2:9][CH2:8][CH2:7][C:6]=2[CH:23]=1.C(=O)([O-])[O-].[K+].[K+].[Cl:30][C:31]1[CH:38]=[CH:37][CH:36]=[CH:35][C:32]=1[CH2:33]Cl.O, predict the reaction product. The product is: [Cl:1][C:2]1[CH:3]=[CH:4][C:5]2[N:11]([C:12](=[O:22])[C:13]3[CH:18]=[CH:17][C:16]([O:19][CH2:33][C:32]4[CH:35]=[CH:36][CH:37]=[CH:38][C:31]=4[Cl:30])=[C:15]([O:20][CH3:21])[CH:14]=3)[CH2:10][CH2:9][CH2:8][CH2:7][C:6]=2[CH:23]=1. (5) Given the reactants [CH2:1]([O:8][C:9]([CH2:11][O:12][C:13](=[O:24])[C@@H:14]([O:16][Si](C(C)(C)C)(C)C)[CH3:15])=[O:10])[C:2]1[CH:7]=[CH:6][CH:5]=[CH:4][CH:3]=1, predict the reaction product. The product is: [CH2:1]([O:8][C:9]([CH2:11][O:12][C:13](=[O:24])[C@@H:14]([OH:16])[CH3:15])=[O:10])[C:2]1[CH:3]=[CH:4][CH:5]=[CH:6][CH:7]=1. (6) The product is: [CH2:16]([O:23][CH:24]1[CH2:29][CH2:28][N:27]([C:12]([C:7]2[NH:8][C:9]3[C:4]([C:5](=[O:15])[CH:6]=2)=[CH:3][C:2]([OH:1])=[CH:11][CH:10]=3)=[O:14])[CH2:26][CH2:25]1)[C:17]1[CH:18]=[CH:19][CH:20]=[CH:21][CH:22]=1. Given the reactants [OH:1][C:2]1[CH:3]=[C:4]2[C:9](=[CH:10][CH:11]=1)[NH:8][C:7]([C:12]([OH:14])=O)=[CH:6][C:5]2=[O:15].[CH2:16]([O:23][CH:24]1[CH2:29][CH2:28][NH:27][CH2:26][CH2:25]1)[C:17]1[CH:22]=[CH:21][CH:20]=[CH:19][CH:18]=1, predict the reaction product. (7) The product is: [C:1]([O:4][C:5]1[C:6]([CH3:14])=[C:7]([CH:11]=[CH:12][CH:13]=1)[C:8]([Cl:17])=[O:9])(=[O:3])[CH3:2]. Given the reactants [C:1]([O:4][C:5]1[C:6]([CH3:14])=[C:7]([CH:11]=[CH:12][CH:13]=1)[C:8](O)=[O:9])(=[O:3])[CH3:2].S(Cl)([Cl:17])=O.CN(C)C=O, predict the reaction product.